From a dataset of Forward reaction prediction with 1.9M reactions from USPTO patents (1976-2016). Predict the product of the given reaction. (1) Given the reactants Br[C:2]1[CH:3]=[C:4]([CH:7]=[CH:8][CH:9]=1)[C:5]#[N:6].[C:10]([O:17][CH3:18])(=[O:16])[CH2:11][CH2:12][CH2:13][C:14]#[CH:15], predict the reaction product. The product is: [CH3:18][O:17][C:10](=[O:16])[CH2:11][CH2:12][CH2:13][C:14]#[C:15][C:2]1[CH:9]=[CH:8][CH:7]=[C:4]([C:5]#[N:6])[CH:3]=1. (2) Given the reactants [CH2:1]([O:3][C:4](=[O:39])[NH:5][C:6]([NH:8][C:9]1[C:14]([NH2:15])=[CH:13][C:12]([C:16]2[CH:17]=[CH:18][C:19]3[O:25][CH2:24][CH2:23][N:22]([C:26]4[C:35]5[CH2:34][C:33]([CH3:37])([CH3:36])[CH2:32][CH2:31][C:30]=5[N:29]=[CH:28][N:27]=4)[CH2:21][C:20]=3[CH:38]=2)=[CH:11][N:10]=1)=C)[CH3:2], predict the reaction product. The product is: [CH2:1]([O:3][C:4](=[O:39])[NH:5][C:6]1[NH:15][C:14]2[C:9]([N:8]=1)=[N:10][CH:11]=[C:12]([C:16]1[CH:17]=[CH:18][C:19]3[O:25][CH2:24][CH2:23][N:22]([C:26]4[C:35]5[CH2:34][C:33]([CH3:36])([CH3:37])[CH2:32][CH2:31][C:30]=5[N:29]=[CH:28][N:27]=4)[CH2:21][C:20]=3[CH:38]=1)[CH:13]=2)[CH3:2].